Dataset: Forward reaction prediction with 1.9M reactions from USPTO patents (1976-2016). Task: Predict the product of the given reaction. (1) Given the reactants Cl[CH2:2][C:3]1[CH:4]=[CH:5][C:6]2[N:10]=[CH:9][N:8]([C:11]3[S:15][C:14]([C:16]([NH2:18])=[O:17])=[C:13]([O:19][C@@H:20]([C:22]4[CH:27]=[CH:26][CH:25]=[CH:24][C:23]=4[Cl:28])[CH3:21])[CH:12]=3)[C:7]=2[CH:29]=1.[NH2:30][CH2:31][CH2:32][C:33]([O:35][C:36]([CH3:39])([CH3:38])[CH3:37])=[O:34], predict the reaction product. The product is: [NH2:18][C:16]([C:14]1[S:15][C:11]([N:8]2[C:7]3[CH:29]=[C:3]([CH2:2][NH:30][CH2:31][CH2:32][C:33]([O:35][C:36]([CH3:39])([CH3:38])[CH3:37])=[O:34])[CH:4]=[CH:5][C:6]=3[N:10]=[CH:9]2)=[CH:12][C:13]=1[O:19][C@@H:20]([C:22]1[CH:27]=[CH:26][CH:25]=[CH:24][C:23]=1[Cl:28])[CH3:21])=[O:17]. (2) Given the reactants [CH2:1]([N:5]([CH2:49][CH2:50][C:51](O)=[O:52])[C:6]([C:8]1[C:12]([Cl:13])=[C:11]([CH3:14])[N:10]([C:15]2[CH:20]=[CH:19][C:18]([C:21](=[O:36])[NH:22][S:23]([C:26]3[CH:35]=[CH:34][C:33]4[C:28](=[CH:29][CH:30]=[CH:31][CH:32]=4)[CH:27]=3)(=[O:25])=[O:24])=[CH:17][C:16]=2[C:37]([N:39]2[CH2:48][CH2:47][C:46]3[C:41](=[CH:42][CH:43]=[CH:44][CH:45]=3)[CH2:40]2)=[O:38])[N:9]=1)=[O:7])[CH2:2][CH2:3][CH3:4].[NH2:54][C:55]([CH2:60][OH:61])([CH2:58][OH:59])[CH2:56][OH:57], predict the reaction product. The product is: [CH2:1]([N:5]([CH2:49][CH2:50][C:51]([NH:54][C:55]([CH2:60][OH:61])([CH2:58][OH:59])[CH2:56][OH:57])=[O:52])[C:6]([C:8]1[C:12]([Cl:13])=[C:11]([CH3:14])[N:10]([C:15]2[CH:20]=[CH:19][C:18]([C:21](=[O:36])[NH:22][S:23]([C:26]3[CH:35]=[CH:34][C:33]4[C:28](=[CH:29][CH:30]=[CH:31][CH:32]=4)[CH:27]=3)(=[O:25])=[O:24])=[CH:17][C:16]=2[C:37]([N:39]2[CH2:48][CH2:47][C:46]3[C:41](=[CH:42][CH:43]=[CH:44][CH:45]=3)[CH2:40]2)=[O:38])[N:9]=1)=[O:7])[CH2:2][CH2:3][CH3:4]. (3) Given the reactants Cl[C:2]([O:4][CH2:5][C:6]1[CH:11]=[CH:10][CH:9]=[CH:8][CH:7]=1)=[O:3].[NH2:12][CH:13]1[CH2:18][CH2:17][N:16]([C:19]([O:21][C:22]([CH3:25])([CH3:24])[CH3:23])=[O:20])[CH2:15][C:14]1([CH3:27])[CH3:26].C([O-])(O)=O.[Na+], predict the reaction product. The product is: [CH2:5]([O:4][C:2]([NH:12][CH:13]1[CH2:18][CH2:17][N:16]([C:19]([O:21][C:22]([CH3:25])([CH3:24])[CH3:23])=[O:20])[CH2:15][C:14]1([CH3:27])[CH3:26])=[O:3])[C:6]1[CH:11]=[CH:10][CH:9]=[CH:8][CH:7]=1. (4) The product is: [CH2:1]([O:3][C:4](=[O:12])[C:5]1[CH:10]=[CH:9][CH:8]=[N:7][C:6]=1[NH:11][C:23](=[O:24])[CH2:22][C:15]1[C:16]([F:21])=[CH:17][C:18]([F:20])=[CH:19][C:14]=1[F:13])[CH3:2]. Given the reactants [CH2:1]([O:3][C:4](=[O:12])[C:5]1[CH:10]=[CH:9][CH:8]=[N:7][C:6]=1[NH2:11])[CH3:2].[F:13][C:14]1[CH:19]=[C:18]([F:20])[CH:17]=[C:16]([F:21])[C:15]=1[CH2:22][C:23](Cl)=[O:24], predict the reaction product.